This data is from Forward reaction prediction with 1.9M reactions from USPTO patents (1976-2016). The task is: Predict the product of the given reaction. (1) Given the reactants [C:1](Cl)(Cl)=[S:2].[NH2:5][C:6]1[CH:15]=[C:14]([C:16]([F:19])([F:18])[F:17])[CH:13]=[CH:12][C:7]=1[C:8]([O:10][CH3:11])=[O:9], predict the reaction product. The product is: [N:5]([C:6]1[CH:15]=[C:14]([C:16]([F:17])([F:18])[F:19])[CH:13]=[CH:12][C:7]=1[C:8]([O:10][CH3:11])=[O:9])=[C:1]=[S:2]. (2) The product is: [CH2:8]([C:5]1[N:6]=[CH:7][C:2]([C:17]2[CH:11]=[CH:12][C:13]([CH3:27])=[C:14]([CH:16]=2)[NH2:15])=[CH:3][CH:4]=1)[CH3:9]. Given the reactants Br[C:2]1[CH:3]=[CH:4][C:5]([CH2:8][CH3:9])=[N:6][CH:7]=1.C[C:11]1[CH:17]=[CH:16][C:14]([NH2:15])=[CH:13][C:12]=1B1OC(C)(C)C(C)(C)O1.[C:27](=O)(O)[O-].[Na+], predict the reaction product. (3) Given the reactants [Br:1][C:2]1[N:3]=[C:4]([C:9]#[C:10][Si:11]([CH3:14])([CH3:13])[CH3:12])[C:5]([NH2:8])=[N:6][CH:7]=1.[CH3:15][C:16]1[CH:17]=CC(S(O)(=O)=O)=C[CH:21]=1.[CH3:26][C:27]([O:30][C:31](O[C:31]([O:30][C:27]([CH3:29])([CH3:28])[CH3:26])=[O:32])=[O:32])([CH3:29])[CH3:28].C.CC[O:44][C:45](C)=[O:46], predict the reaction product. The product is: [C:27]([O:30][C:31]([N:8]([C:5]1[C:4]([C:9]#[C:10][Si:11]([CH3:13])([CH3:12])[CH3:14])=[N:3][C:2]([Br:1])=[CH:7][N:6]=1)[C:45](=[O:44])[O:46][C:16]([CH3:15])([CH3:21])[CH3:17])=[O:32])([CH3:29])([CH3:28])[CH3:26]. (4) Given the reactants [F:1][C:2]1[CH:3]=[C:4]([C:9]2[C:10]([C:18]#[N:19])=[CH:11][C:12]([O:16][CH3:17])=[C:13](I)[CH:14]=2)[CH:5]=[C:6]([F:8])[CH:7]=1.C1(P(C2CCCCC2)C2C=CC=CC=2C2C(OC)=CC=CC=2OC)CCCCC1.C(N(CC)CC)C.[CH3:56][C:57]1([CH3:64])[C:61]([CH3:63])([CH3:62])[O:60][BH:59][O:58]1, predict the reaction product. The product is: [F:1][C:2]1[CH:3]=[C:4]([C:9]2[C:10]([C:18]#[N:19])=[CH:11][C:12]([O:16][CH3:17])=[C:13]([B:59]3[O:60][C:61]([CH3:63])([CH3:62])[C:57]([CH3:64])([CH3:56])[O:58]3)[CH:14]=2)[CH:5]=[C:6]([F:8])[CH:7]=1. (5) The product is: [N+:1]([C:4]1[CH:9]=[CH:8][C:7]([CH:10]2[CH2:11][CH2:12][N:13]([C:16](=[O:17])[CH3:18])[CH2:14][CH2:15]2)=[CH:6][CH:5]=1)([O-:3])=[O:2]. Given the reactants [N+:1]([C:4]1[CH:9]=[CH:8][C:7]([CH:10]2[CH2:15][CH2:14][NH:13][CH2:12][CH2:11]2)=[CH:6][CH:5]=1)([O-:3])=[O:2].[C:16](Cl)([CH3:18])=[O:17].CCN(CC)CC.C([O-])(O)=O.[Na+], predict the reaction product. (6) Given the reactants Br[C:2]1[CH:3]=[N:4][CH:5]=[C:6]([CH:11]=1)[C:7]([O:9][CH3:10])=[O:8].[F:12][C:13]([F:24])([F:23])[C:14]1[CH:15]=[C:16](B(O)O)[CH:17]=[CH:18][CH:19]=1.[O-]P([O-])([O-])=O.[K+].[K+].[K+].O, predict the reaction product. The product is: [F:12][C:13]([F:24])([F:23])[C:14]1[CH:19]=[C:18]([C:2]2[CH:3]=[N:4][CH:5]=[C:6]([CH:11]=2)[C:7]([O:9][CH3:10])=[O:8])[CH:17]=[CH:16][CH:15]=1. (7) Given the reactants [CH3:1][N:2]([CH3:46])[CH2:3][C:4]([O:6][C@@H:7]([CH3:45])[CH2:8][N:9]1[C:13]([CH3:14])=[C:12]([C:15](=[O:37])[NH:16][C:17]2[CH:22]=[CH:21][C:20]([O:23][C:24]3[C:33]4[C:28](=[CH:29][C:30]([O:34][CH3:35])=[CH:31][CH:32]=4)[N:27]=[CH:26][CH:25]=3)=[C:19]([F:36])[CH:18]=2)[C:11](=[O:38])[N:10]1[C:39]1[CH:44]=[CH:43][CH:42]=[CH:41][CH:40]=1)=[O:5].[C:47]([OH:55])(=[O:54])[C:48]1[CH:53]=[CH:52][CH:51]=[CH:50][CH:49]=1, predict the reaction product. The product is: [C:47]([OH:55])(=[O:54])[C:48]1[CH:53]=[CH:52][CH:51]=[CH:50][CH:49]=1.[CH3:46][N:2]([CH3:1])[CH2:3][C:4]([O:6][C@@H:7]([CH3:45])[CH2:8][N:9]1[C:13]([CH3:14])=[C:12]([C:15](=[O:37])[NH:16][C:17]2[CH:22]=[CH:21][C:20]([O:23][C:24]3[C:33]4[C:28](=[CH:29][C:30]([O:34][CH3:35])=[CH:31][CH:32]=4)[N:27]=[CH:26][CH:25]=3)=[C:19]([F:36])[CH:18]=2)[C:11](=[O:38])[N:10]1[C:39]1[CH:40]=[CH:41][CH:42]=[CH:43][CH:44]=1)=[O:5].